Dataset: Reaction yield outcomes from USPTO patents with 853,638 reactions. Task: Predict the reaction yield, written as a fraction of the theoretical maximum amount of product (1.0 means a 100% yield; for example, 0.34 means a 34% yield). (1) The reactants are [Cl:1][C:2]1[CH:10]=[C:6]([C:7]([OH:9])=O)[C:5]([OH:11])=[CH:4][CH:3]=1.[NH2:12][C:13]1[S:14][CH:15]=[C:16]([C:18]2[CH:23]=[CH:22][C:21]([O:24][CH3:25])=[CH:20][CH:19]=2)[N:17]=1. No catalyst specified. The product is [Cl:1][C:2]1[CH:3]=[CH:4][C:5]([OH:11])=[C:6]([CH:10]=1)[C:7]([NH:12][C:13]1[S:14][CH:15]=[C:16]([C:18]2[CH:19]=[CH:20][C:21]([O:24][CH3:25])=[CH:22][CH:23]=2)[N:17]=1)=[O:9]. The yield is 0.164. (2) The reactants are [C:1]1([N:7]2[CH:11]([C:12]([F:15])([F:14])[F:13])[CH2:10][C:9]([NH2:16])=[N:8]2)[CH:6]=[CH:5][CH:4]=[CH:3][CH:2]=1.C(C1C(=O)C(Cl)=C(Cl)C(=O)C=1C#N)#N. The catalyst is C(Cl)Cl. The product is [C:1]1([N:7]2[C:11]([C:12]([F:15])([F:13])[F:14])=[CH:10][C:9]([NH2:16])=[N:8]2)[CH:2]=[CH:3][CH:4]=[CH:5][CH:6]=1. The yield is 0.460.